This data is from CYP2C19 inhibition data for predicting drug metabolism from PubChem BioAssay. The task is: Regression/Classification. Given a drug SMILES string, predict its absorption, distribution, metabolism, or excretion properties. Task type varies by dataset: regression for continuous measurements (e.g., permeability, clearance, half-life) or binary classification for categorical outcomes (e.g., BBB penetration, CYP inhibition). Dataset: cyp2c19_veith. (1) The drug is Cc1cccc(CNc2ncncc2-c2ccccc2CN(C)C)c1. The result is 1 (inhibitor). (2) The drug is Cc1ccccc1CSc1nnc(-c2cccs2)n1Cc1ccco1. The result is 1 (inhibitor). (3) The molecule is COc1ccc2sc3ccccc3c(=O)c2c1OC. The result is 1 (inhibitor). (4) The drug is COC(=O)[C@H](N)Cc1ccc(Cl)cc1. The result is 0 (non-inhibitor). (5) The molecule is COCCn1c(=O)c(-c2cccs2)nc2cnc(N3CCN(C)CC3)nc21. The result is 0 (non-inhibitor). (6) The drug is CN(C)CCCn1c2ccccc2c2cnccc21. The result is 0 (non-inhibitor). (7) The compound is COC(=O)C1Cc2c([nH]c3ccccc23)CN1. The result is 1 (inhibitor).